This data is from Reaction yield outcomes from USPTO patents with 853,638 reactions. The task is: Predict the reaction yield, written as a fraction of the theoretical maximum amount of product (1.0 means a 100% yield; for example, 0.34 means a 34% yield). (1) The reactants are [C:1]1([C:7]2[CH:12]=[CH:11][CH:10]=[CH:9][C:8]=2[C:13]2[CH:18]=[CH:17][CH:16]=[CH:15][C:14]=2[C:19]2(O)[C:32]3[CH:31]=[CH:30][CH:29]=[CH:28][C:27]=3[C:26]([C:34]3[CH:39]=[CH:38][CH:37]=[CH:36][C:35]=3[C:40]3[CH:45]=[CH:44][CH:43]=[CH:42][C:41]=3[C:46]3[CH:51]=[CH:50][CH:49]=[CH:48][CH:47]=3)(O)[C:25]3[C:20]2=[CH:21][CH:22]=[CH:23][CH:24]=3)[CH:6]=[CH:5][CH:4]=[CH:3][CH:2]=1.I.[PH2](O)=O. The catalyst is C(O)(=O)C. The product is [C:46]1([C:41]2[CH:42]=[CH:43][CH:44]=[CH:45][C:40]=2[C:35]2[CH:36]=[CH:37][CH:38]=[CH:39][C:34]=2[C:26]2[C:27]3[C:32]([C:19]([C:14]4[CH:15]=[CH:16][CH:17]=[CH:18][C:13]=4[C:8]4[CH:9]=[CH:10][CH:11]=[CH:12][C:7]=4[C:1]4[CH:2]=[CH:3][CH:4]=[CH:5][CH:6]=4)=[C:20]4[C:25]=2[CH:24]=[CH:23][CH:22]=[CH:21]4)=[CH:31][CH:30]=[CH:29][CH:28]=3)[CH:47]=[CH:48][CH:49]=[CH:50][CH:51]=1. The yield is 0.880. (2) The reactants are [F:1][C:2]1([F:15])[CH2:7][CH2:6][N:5]([C:8]([O:10][C:11]([CH3:14])([CH3:13])[CH3:12])=[O:9])[CH2:4][CH2:3]1.CN(C)CCN(C)C.[C:24](=[O:26])=[O:25]. The catalyst is CCOCC. The product is [C:11]([O:10][C:8]([N:5]1[CH2:4][CH2:3][C:2]([F:1])([F:15])[CH2:7][CH:6]1[C:24]([OH:26])=[O:25])=[O:9])([CH3:12])([CH3:14])[CH3:13]. The yield is 0.870. (3) The reactants are [N:1]1[C:10]2[C:5](=[CH:6][CH:7]=[CH:8][CH:9]=2)[CH:4]=[CH:3][C:2]=1[OH:11].Br[CH2:13][C:14]1[CH:19]=[CH:18][C:17]([Cl:20])=[CH:16][CH:15]=1. No catalyst specified. The product is [Cl:20][C:17]1[CH:18]=[CH:19][C:14]([CH2:13][N:1]2[C:10]3[C:5](=[CH:6][CH:7]=[CH:8][CH:9]=3)[CH:4]=[CH:3][C:2]2=[O:11])=[CH:15][CH:16]=1. The yield is 0.790. (4) The reactants are [C:1]([O:5][C:6]([C:8]1[S:12][C:11]([CH2:13][CH:14]([CH2:18][CH3:19])[C:15]([OH:17])=[O:16])=[CH:10][CH:9]=1)=[O:7])([CH3:4])([CH3:3])[CH3:2].C(=O)([O-])[O-].[K+].[K+].[CH2:26](Br)[C:27]1[CH:32]=[CH:31][CH:30]=[CH:29][CH:28]=1. The catalyst is CN(C)C=O. The product is [C:1]([O:5][C:6]([C:8]1[S:12][C:11]([CH2:13][CH:14]([C:15]([O:17][CH2:26][C:27]2[CH:32]=[CH:31][CH:30]=[CH:29][CH:28]=2)=[O:16])[CH2:18][CH3:19])=[CH:10][CH:9]=1)=[O:7])([CH3:4])([CH3:3])[CH3:2]. The yield is 0.960. (5) The reactants are C(NNC(C1C=CN=C(NC(=O)C2C=CC=CC=2)C=1)=O)(=O)C1C=CC=CC=1.[C:28]1([CH2:34][C:35]([NH:37][NH:38][C:39]([C:41]2[CH:46]=[CH:45][N:44]=[C:43]([NH:47][C:48](=[O:55])[C:49]3[CH:54]=[CH:53][CH:52]=[CH:51][CH:50]=3)[CH:42]=2)=[O:40])=O)[CH:33]=[CH:32][CH:31]=[CH:30][CH:29]=1.[OH-].COC(NS([N+](CC)(CC)CC)(=O)=O)=O. No catalyst specified. The product is [CH2:34]([C:35]1[O:40][C:39]([C:41]2[CH:46]=[CH:45][N:44]=[C:43]([NH:47][C:48](=[O:55])[C:49]3[CH:54]=[CH:53][CH:52]=[CH:51][CH:50]=3)[CH:42]=2)=[N:38][N:37]=1)[C:28]1[CH:33]=[CH:32][CH:31]=[CH:30][CH:29]=1. The yield is 0.170. (6) The reactants are [Br:1][C:2]1[C:10]([O:11][CH3:12])=[CH:9][C:5]([C:6]([OH:8])=[O:7])=[C:4]([Cl:13])[CH:3]=1.[CH3:14][Si](C=[N+]=[N-])(C)C. The catalyst is CO.CCOC(C)=O. The product is [Br:1][C:2]1[C:10]([O:11][CH3:12])=[CH:9][C:5]([C:6]([O:8][CH3:14])=[O:7])=[C:4]([Cl:13])[CH:3]=1. The yield is 1.00. (7) The reactants are Br[CH2:2][C:3]([C:5]1[CH:10]=[CH:9][CH:8]=[CH:7][CH:6]=1)=O.[CH:11]([O-:13])=O.[NH4+:14].[Cl:15][S:16]([OH:19])(=O)=[O:17]. The catalyst is C(O)=O. The product is [O:13]1[CH:2]=[C:3]([C:5]2[CH:10]=[CH:9][C:8]([S:16]([Cl:15])(=[O:19])=[O:17])=[CH:7][CH:6]=2)[N:14]=[CH:11]1. The yield is 0.768.